This data is from Catalyst prediction with 721,799 reactions and 888 catalyst types from USPTO. The task is: Predict which catalyst facilitates the given reaction. (1) The catalyst class is: 11. Reactant: [Cl:1][C:2]1[CH:3]=[C:4]([CH:6]=[CH:7][C:8]=1[O:9][C:10]1[C:19]2[C:14](=[CH:15][C:16]([O:22][CH3:23])=[C:17]([O:20][CH3:21])[CH:18]=2)[N:13]=[CH:12][CH:11]=1)[NH2:5].C(O)C.[CH3:27][C:28]1[CH:33]=[CH:32][C:31]([C:34]([N:36]=[C:37]=[S:38])=[O:35])=[CH:30][CH:29]=1. Product: [Cl:1][C:2]1[CH:3]=[C:4]([NH:5][C:37]([NH:36][C:34](=[O:35])[C:31]2[CH:32]=[CH:33][C:28]([CH3:27])=[CH:29][CH:30]=2)=[S:38])[CH:6]=[CH:7][C:8]=1[O:9][C:10]1[C:19]2[C:14](=[CH:15][C:16]([O:22][CH3:23])=[C:17]([O:20][CH3:21])[CH:18]=2)[N:13]=[CH:12][CH:11]=1. (2) Reactant: [NH2:1][CH:2]([CH2:18][C:19]1[CH:24]=[CH:23][C:22]([C:25]([F:28])([F:27])[F:26])=[CH:21][CH:20]=1)[CH:3]([C:5]1[CH:10]=[CH:9][C:8]([O:11][C:12]2[CH:17]=[CH:16][CH:15]=[CH:14][CH:13]=2)=[CH:7][CH:6]=1)[OH:4].[C:29]1([CH2:35][CH2:36][C:37](Cl)=[O:38])[CH:34]=[CH:33][CH:32]=[CH:31][CH:30]=1.C(=O)([O-])O.[Na+]. Product: [OH:4][CH:3]([C:5]1[CH:6]=[CH:7][C:8]([O:11][C:12]2[CH:17]=[CH:16][CH:15]=[CH:14][CH:13]=2)=[CH:9][CH:10]=1)[CH:2]([NH:1][C:37](=[O:38])[CH2:36][CH2:35][C:29]1[CH:34]=[CH:33][CH:32]=[CH:31][CH:30]=1)[CH2:18][C:19]1[CH:20]=[CH:21][C:22]([C:25]([F:26])([F:27])[F:28])=[CH:23][CH:24]=1. The catalyst class is: 84.